From a dataset of Reaction yield outcomes from USPTO patents with 853,638 reactions. Predict the reaction yield, written as a fraction of the theoretical maximum amount of product (1.0 means a 100% yield; for example, 0.34 means a 34% yield). (1) The reactants are [O:1]1[CH2:6][CH2:5][N:4]([CH2:7][CH2:8][O:9][C:10]2[CH:15]=[CH:14][C:13]([C:16]3[CH:17]=[CH:18][C:19]([CH2:22][C:23]#N)=[N:20][CH:21]=3)=[CH:12][CH:11]=2)[CH2:3][CH2:2]1.OS(O)(=O)=O.[O-:30]S([O-])(=O)=O.[Mg+2].[C:36]([O-])([O-])=[O:37].[K+].[K+]. The catalyst is O.C(Cl)Cl.CO. The product is [O:1]1[CH2:6][CH2:5][N:4]([CH2:7][CH2:8][O:9][C:10]2[CH:15]=[CH:14][C:13]([C:16]3[CH:17]=[CH:18][C:19]([CH2:22][C:23]([O:37][CH3:36])=[O:30])=[N:20][CH:21]=3)=[CH:12][CH:11]=2)[CH2:3][CH2:2]1. The yield is 0.820. (2) The reactants are [CH3:1][CH:2]1[CH2:11][CH2:10][C:9]2[C:4](=[N:5][C:6]([CH3:12])=[CH:7][CH:8]=2)[NH:3]1.[O:13](C(OC(C)(C)C)=O)[C:14]([O:16][C:17]([CH3:20])([CH3:19])[CH3:18])=O. No catalyst specified. The product is [CH3:12][CH:6]1[CH2:7][CH2:8][C:9]2[C:4](=[N:3][C:2]([CH3:1])=[CH:11][CH:10]=2)[N:5]1[C:14]([O:16][C:17]([CH3:20])([CH3:19])[CH3:18])=[O:13]. The yield is 0.780.